From a dataset of HIV replication inhibition screening data with 41,000+ compounds from the AIDS Antiviral Screen. Binary Classification. Given a drug SMILES string, predict its activity (active/inactive) in a high-throughput screening assay against a specified biological target. (1) The compound is Cl.NCCCCC(NC(=O)C(N)Cc1ccc(O)cc1)C(=O)NC(Cc1ccc(O)cc1)C(=O)NC(CCCCN)C(=O)ON1C(=O)CCC1=O. The result is 0 (inactive). (2) The compound is CC(C)(O)C=CP(=O)(O)O.[KH]. The result is 0 (inactive).